From a dataset of Full USPTO retrosynthesis dataset with 1.9M reactions from patents (1976-2016). Predict the reactants needed to synthesize the given product. (1) Given the product [CH:1]1([CH2:4][O:5][C:6]2[C:11]([O:12][CH3:13])=[CH:10][CH:9]=[CH:8][C:7]=2/[CH:14]=[CH:15]/[C:16]2[N:17]=[C:18]3[S:26][C:25]([CH3:27])=[CH:24][N:19]3[C:20](=[O:23])[C:21]=2[C:34]2[CH:33]=[CH:32][C:31]([O:30][C:29]([F:28])([F:40])[F:41])=[CH:36][CH:35]=2)[CH2:3][CH2:2]1, predict the reactants needed to synthesize it. The reactants are: [CH:1]1([CH2:4][O:5][C:6]2[C:11]([O:12][CH3:13])=[CH:10][CH:9]=[CH:8][C:7]=2/[CH:14]=[CH:15]/[C:16]2[N:17]=[C:18]3[S:26][C:25]([CH3:27])=[CH:24][N:19]3[C:20](=[O:23])[C:21]=2I)[CH2:3][CH2:2]1.[F:28][C:29]([F:41])([F:40])[O:30][C:31]1[CH:36]=[CH:35][C:34](B(O)O)=[CH:33][CH:32]=1.C(=O)([O-])[O-].[Na+].[Na+]. (2) The reactants are: [CH3:1][C:2]1([CH3:21])[CH:6]([C:7]2[CH:12]=[CH:11][CH:10]=[CH:9][CH:8]=2)[C:5]2[C:13]([CH3:20])=[C:14]([NH2:19])[C:15]([CH3:18])=[C:16]([CH3:17])[C:4]=2[O:3]1.[Cl:22][C:23]1[CH:24]=[C:25]2[C:30](=O)[O:29][C:27](=[O:28])[C:26]2=[CH:32][C:33]=1[Cl:34].C(N=C=NCCCN(C)C)C.ON1C2C=CC=CC=2N=N1.[OH-].[Na+]. Given the product [Cl:22][C:23]1[CH:24]=[C:25]2[C:26](=[CH:32][C:33]=1[Cl:34])[C:27](=[O:28])[N:19]([C:14]1[C:15]([CH3:18])=[C:16]([CH3:17])[C:4]3[O:3][C:2]([CH3:21])([CH3:1])[CH:6]([C:7]4[CH:8]=[CH:9][CH:10]=[CH:11][CH:12]=4)[C:5]=3[C:13]=1[CH3:20])[C:30]2=[O:29], predict the reactants needed to synthesize it.